Dataset: Forward reaction prediction with 1.9M reactions from USPTO patents (1976-2016). Task: Predict the product of the given reaction. Given the reactants Br[C:2]1[CH:7]=[C:6]([F:8])[CH:5]=[C:4]([N+:9]([O-:11])=[O:10])[C:3]=1[NH2:12].[CH3:13][N:14](C=O)C, predict the reaction product. The product is: [NH2:12][C:3]1[C:4]([N+:9]([O-:11])=[O:10])=[CH:5][C:6]([F:8])=[CH:7][C:2]=1[C:13]#[N:14].